Dataset: Reaction yield outcomes from USPTO patents with 853,638 reactions. Task: Predict the reaction yield, written as a fraction of the theoretical maximum amount of product (1.0 means a 100% yield; for example, 0.34 means a 34% yield). (1) The reactants are [CH3:1][O:2][C:3](=[O:15])[C:4]1[CH:9]=[CH:8][C:7]([OH:10])=[C:6]([C:11]([F:14])([F:13])[F:12])[CH:5]=1.C(N(CC)CC)C.[F:23][C:24]([F:37])([F:36])[S:25](O[S:25]([C:24]([F:37])([F:36])[F:23])(=[O:27])=[O:26])(=[O:27])=[O:26].C(=O)(O)[O-].[Na+]. The catalyst is CN(C)C1C=CN=CC=1.C(Cl)Cl. The product is [CH3:1][O:2][C:3](=[O:15])[C:4]1[CH:9]=[CH:8][C:7]([O:10][S:25]([C:24]([F:37])([F:36])[F:23])(=[O:27])=[O:26])=[C:6]([C:11]([F:13])([F:12])[F:14])[CH:5]=1. The yield is 0.950. (2) The reactants are CC1C=CC(S(O[CH2:12][C@@H:13]2[C@@H:18]([OH:19])[C@H:17]([OH:20])[C@@H:16]([OH:21])[C@H:15]([C:22]3[CH:27]=[CH:26][C:25]([Cl:28])=[C:24]([CH2:29][C:30]4[S:31][C:32]([C:35]5[O:36][CH:37]=[CH:38][CH:39]=5)=[CH:33][N:34]=4)[CH:23]=3)[O:14]2)(=O)=O)=CC=1.[F-:40].[K+].O. The catalyst is C(O)CO. The product is [Cl:28][C:25]1[CH:26]=[CH:27][C:22]([C@H:15]2[C@H:16]([OH:21])[C@@H:17]([OH:20])[C@H:18]([OH:19])[C@@H:13]([CH2:12][F:40])[O:14]2)=[CH:23][C:24]=1[CH2:29][C:30]1[S:31][C:32]([C:35]2[O:36][CH:37]=[CH:38][CH:39]=2)=[CH:33][N:34]=1. The yield is 0.110. (3) The reactants are C[O:2][C:3](=[O:35])[C:4]1[CH:9]=[CH:8][C:7]([NH:10][C:11](=[O:34])[CH:12]([C:20]2[CH:25]=[CH:24][C:23]([S:26]([CH3:29])(=[O:28])=[O:27])=[C:22]([C:30]([F:33])([F:32])[F:31])[CH:21]=2)[CH2:13][CH:14]2[CH2:19][CH2:18][CH2:17][CH2:16][O:15]2)=[N:6][CH:5]=1.[OH-].[Na+]. The catalyst is CO.O. The product is [CH3:29][S:26]([C:23]1[CH:24]=[CH:25][C:20]([CH:12]([CH2:13][CH:14]2[CH2:19][CH2:18][CH2:17][CH2:16][O:15]2)[C:11]([NH:10][C:7]2[CH:8]=[CH:9][C:4]([C:3]([OH:35])=[O:2])=[CH:5][N:6]=2)=[O:34])=[CH:21][C:22]=1[C:30]([F:31])([F:33])[F:32])(=[O:28])=[O:27]. The yield is 0.750. (4) The reactants are [CH3:1][C:2]([C:7]1[CH:11]=[C:10]([NH:12][C:13](=[O:26])[C:14]([CH3:25])([S:16]([CH:19]2[CH2:24][CH2:23][O:22][CH2:21][CH2:20]2)(=[O:18])=[O:17])[CH3:15])[O:9][N:8]=1)([CH3:6])[C:3]([OH:5])=[O:4].N12CCCN=C1CCCC[CH2:28]2.CI. No catalyst specified. The product is [CH3:28][O:4][C:3](=[O:5])[C:2]([CH3:1])([C:7]1[CH:11]=[C:10]([NH:12][C:13](=[O:26])[C:14]([CH3:25])([S:16]([CH:19]2[CH2:20][CH2:21][O:22][CH2:23][CH2:24]2)(=[O:18])=[O:17])[CH3:15])[O:9][N:8]=1)[CH3:6]. The yield is 0.790. (5) The reactants are [F:1][C:2]([F:17])([F:16])[C:3]1[C:11]2[CH2:10][CH2:9][CH2:8][CH2:7][C:6]=2[N:5]([CH2:12][C:13]([OH:15])=O)[N:4]=1.[NH2:18][C:19]1[CH:24]=[CH:23][N:22]=[CH:21][CH:20]=1.CN(C(ON1N=NC2C=CC=NC1=2)=[N+](C)C)C.F[P-](F)(F)(F)(F)F.O. The catalyst is CN(C)C=O. The product is [N:22]1[CH:23]=[CH:24][C:19]([NH:18][C:13](=[O:15])[CH2:12][N:5]2[C:6]3[CH2:7][CH2:8][CH2:9][CH2:10][C:11]=3[C:3]([C:2]([F:1])([F:17])[F:16])=[N:4]2)=[CH:20][CH:21]=1. The yield is 0.560. (6) The reactants are C[O:2][C:3](=[O:15])[C:4]1[CH:9]=[C:8](F)[C:7]([N+:11]([O-:13])=[O:12])=[CH:6][C:5]=1[F:14].[CH3:16][O-:17].[Na+]. The catalyst is CO. The product is [F:14][C:5]1[CH:6]=[C:7]([N+:11]([O-:13])=[O:12])[C:8]([O:17][CH3:16])=[CH:9][C:4]=1[C:3]([OH:2])=[O:15]. The yield is 0.700. (7) The reactants are [NH:1]1[C:12]2[C:4](=[CH:5][CH:6]=[C:7]3[C:11]=2[C:10](=[O:13])[C:9](=[O:14])[NH:8]3)[N:3]=[N:2]1.[CH:15]1[C:20]([NH:21][NH2:22])=[CH:19][CH:18]=[C:17]([S:23]([NH2:26])(=[O:25])=[O:24])[CH:16]=1.Cl. No catalyst specified. The product is [NH:1]1[C:12]2[C:4](=[CH:5][CH:6]=[C:7]3[C:11]=2[C:10](=[O:13])[C:9](=[O:14])[NH:8]3)[N:3]=[N:2]1.[O:14]=[C:9]1[C:10](=[N:22][NH:21][C:20]2[CH:19]=[CH:18][C:17]([S:23]([NH2:26])(=[O:24])=[O:25])=[CH:16][CH:15]=2)[C:11]2[C:7](=[CH:6][CH:5]=[C:4]3[C:12]=2[N:1]=[N:2][NH:3]3)[NH:8]1. The yield is 0.560. (8) The reactants are FC(F)(F)S([O:6][S:7]([C:10]([F:13])([F:12])[F:11])(=[O:9])=[O:8])(=O)=O.ClCCl.[CH2:19]([C:29]1[CH:30]=[C:31]2[C:36](=[CH:37][CH:38]=1)[CH:35]=[C:34](O)[C:33]([S:40][CH3:41])=[CH:32]2)[CH2:20][CH2:21][CH2:22][CH2:23][CH2:24][CH2:25][CH2:26][CH2:27][CH3:28].N1C=CC=CC=1. The catalyst is O.Cl. The product is [CH2:19]([C:29]1[CH:30]=[C:31]2[C:36](=[CH:37][CH:38]=1)[CH:35]=[C:34]([O:6][S:7]([C:10]([F:11])([F:12])[F:13])(=[O:8])=[O:9])[C:33]([S:40][CH3:41])=[CH:32]2)[CH2:20][CH2:21][CH2:22][CH2:23][CH2:24][CH2:25][CH2:26][CH2:27][CH3:28]. The yield is 0.990. (9) The reactants are [CH2:1]([O:8][C:9]1[CH:18]=[CH:17][C:12]([C:13]([O:15][CH3:16])=[O:14])=[CH:11][C:10]=1Br)[C:2]1[CH:7]=[CH:6][CH:5]=[CH:4][CH:3]=1.C(=O)([O-])[O-].[Cs+].[Cs+].[CH3:26]/[C:27](/B(O)O)=[CH:28]/[CH3:29].O. The product is [CH2:1]([O:8][C:9]1[CH:18]=[CH:17][C:12]([C:13]([O:15][CH3:16])=[O:14])=[CH:11][C:10]=1/[C:27](/[CH3:26])=[CH:28]\[CH3:29])[C:2]1[CH:7]=[CH:6][CH:5]=[CH:4][CH:3]=1. The catalyst is O1CCCC1. The yield is 0.410.